From a dataset of HIV replication inhibition screening data with 41,000+ compounds from the AIDS Antiviral Screen. Binary Classification. Given a drug SMILES string, predict its activity (active/inactive) in a high-throughput screening assay against a specified biological target. (1) The drug is Cc1ccc(S(=O)(=O)O)cc1.N=C(NO)NN=Cc1cc(Cl)cc(Cl)c1O. The result is 0 (inactive). (2) The drug is CC(=O)Nc1ccc(C2C(C(=O)Nc3ccccc3)=C(C)NC(C)=C2C(=O)Nc2ccccc2)cc1. The result is 0 (inactive).